From a dataset of NCI-60 drug combinations with 297,098 pairs across 59 cell lines. Regression. Given two drug SMILES strings and cell line genomic features, predict the synergy score measuring deviation from expected non-interaction effect. (1) Drug 1: C1C(C(OC1N2C=C(C(=O)NC2=O)F)CO)O. Drug 2: C1=NC(=NC(=O)N1C2C(C(C(O2)CO)O)O)N. Cell line: OVCAR-4. Synergy scores: CSS=31.6, Synergy_ZIP=-9.39, Synergy_Bliss=-0.410, Synergy_Loewe=-2.83, Synergy_HSA=-1.43. (2) Drug 1: CC12CCC3C(C1CCC2=O)CC(=C)C4=CC(=O)C=CC34C. Drug 2: CC(C)(C#N)C1=CC(=CC(=C1)CN2C=NC=N2)C(C)(C)C#N. Cell line: CCRF-CEM. Synergy scores: CSS=34.6, Synergy_ZIP=0.285, Synergy_Bliss=-4.07, Synergy_Loewe=-4.73, Synergy_HSA=-5.63.